From a dataset of NCI-60 drug combinations with 297,098 pairs across 59 cell lines. Regression. Given two drug SMILES strings and cell line genomic features, predict the synergy score measuring deviation from expected non-interaction effect. (1) Drug 1: CC1=CC2C(CCC3(C2CCC3(C(=O)C)OC(=O)C)C)C4(C1=CC(=O)CC4)C. Drug 2: C1=CN(C=N1)CC(O)(P(=O)(O)O)P(=O)(O)O. Cell line: NCI/ADR-RES. Synergy scores: CSS=1.53, Synergy_ZIP=-1.11, Synergy_Bliss=0.179, Synergy_Loewe=-0.522, Synergy_HSA=-0.0509. (2) Drug 1: C1=NC2=C(N1)C(=S)N=C(N2)N. Drug 2: CC1=CC=C(C=C1)C2=CC(=NN2C3=CC=C(C=C3)S(=O)(=O)N)C(F)(F)F. Cell line: SK-MEL-5. Synergy scores: CSS=18.9, Synergy_ZIP=0.351, Synergy_Bliss=0.187, Synergy_Loewe=-13.9, Synergy_HSA=-1.90. (3) Drug 1: CC12CCC(CC1=CCC3C2CCC4(C3CC=C4C5=CN=CC=C5)C)O. Drug 2: C1=NC2=C(N1)C(=S)N=CN2. Cell line: HL-60(TB). Synergy scores: CSS=35.6, Synergy_ZIP=3.92, Synergy_Bliss=6.10, Synergy_Loewe=-11.0, Synergy_HSA=1.72. (4) Drug 1: CC1=C2C(C(=O)C3(C(CC4C(C3C(C(C2(C)C)(CC1OC(=O)C(C(C5=CC=CC=C5)NC(=O)OC(C)(C)C)O)O)OC(=O)C6=CC=CC=C6)(CO4)OC(=O)C)OC)C)OC. Drug 2: COC1=CC(=CC(=C1O)OC)C2C3C(COC3=O)C(C4=CC5=C(C=C24)OCO5)OC6C(C(C7C(O6)COC(O7)C8=CC=CS8)O)O. Cell line: IGROV1. Synergy scores: CSS=38.0, Synergy_ZIP=-5.35, Synergy_Bliss=-5.93, Synergy_Loewe=-0.535, Synergy_HSA=1.33. (5) Drug 1: C1CC(C1)(C(=O)O)C(=O)O.[NH2-].[NH2-].[Pt+2]. Drug 2: CC(C)NC(=O)C1=CC=C(C=C1)CNNC.Cl. Cell line: SF-268. Synergy scores: CSS=12.9, Synergy_ZIP=-2.29, Synergy_Bliss=1.83, Synergy_Loewe=0.150, Synergy_HSA=2.10. (6) Drug 1: CC1=CC2C(CCC3(C2CCC3(C(=O)C)OC(=O)C)C)C4(C1=CC(=O)CC4)C. Drug 2: COC1=NC(=NC2=C1N=CN2C3C(C(C(O3)CO)O)O)N. Cell line: HT29. Synergy scores: CSS=3.62, Synergy_ZIP=1.45, Synergy_Bliss=5.87, Synergy_Loewe=2.45, Synergy_HSA=2.45. (7) Drug 1: CC12CCC3C(C1CCC2O)C(CC4=C3C=CC(=C4)O)CCCCCCCCCS(=O)CCCC(C(F)(F)F)(F)F. Drug 2: CC12CCC3C(C1CCC2OP(=O)(O)O)CCC4=C3C=CC(=C4)OC(=O)N(CCCl)CCCl.[Na+]. Cell line: RXF 393. Synergy scores: CSS=-0.772, Synergy_ZIP=2.44, Synergy_Bliss=3.17, Synergy_Loewe=-1.60, Synergy_HSA=-1.29.